Dataset: Forward reaction prediction with 1.9M reactions from USPTO patents (1976-2016). Task: Predict the product of the given reaction. (1) Given the reactants [CH3:1][O:2][C:3]1[CH:11]=[CH:10][CH:9]=[C:8]2[C:4]=1[CH:5]=[C:6]([C:13]([OH:15])=O)[N:7]2[CH3:12].C(Cl)(=O)C(Cl)=O.COC1C=CC=C2C=1C=C(C(Cl)=O)N2C.[NH2:37][C:38]1[CH:43]=[CH:42][C:41]([B:44]2[O:52][C:49]([CH3:51])([CH3:50])[C:46]([CH3:48])([CH3:47])[O:45]2)=[CH:40][C:39]=1[O:53][CH3:54], predict the reaction product. The product is: [CH3:1][O:2][C:3]1[CH:11]=[CH:10][CH:9]=[C:8]2[C:4]=1[CH:5]=[C:6]([C:13]([NH:37][C:38]1[CH:43]=[CH:42][C:41]([B:44]3[O:45][C:46]([CH3:47])([CH3:48])[C:49]([CH3:51])([CH3:50])[O:52]3)=[CH:40][C:39]=1[O:53][CH3:54])=[O:15])[N:7]2[CH3:12]. (2) Given the reactants [C:1]1([CH:7]([CH:14]2[CH2:19][CH2:18][NH:17][CH2:16][CH2:15]2)[N:8]2[CH2:13][CH2:12][O:11][CH2:10][CH2:9]2)[CH:6]=[CH:5][CH:4]=[CH:3][CH:2]=1.[C:20]1([CH:26]([C:31]2[CH:36]=[CH:35][CH:34]=[CH:33][CH:32]=2)[CH2:27][C:28](O)=[O:29])[CH:25]=[CH:24][CH:23]=[CH:22][CH:21]=1.CCN=C=NCCCN(C)C.Cl, predict the reaction product. The product is: [O:11]1[CH2:10][CH2:9][N:8]([CH:7]([C:1]2[CH:2]=[CH:3][CH:4]=[CH:5][CH:6]=2)[CH:14]2[CH2:19][CH2:18][N:17]([C:28](=[O:29])[CH2:27][CH:26]([C:20]3[CH:25]=[CH:24][CH:23]=[CH:22][CH:21]=3)[C:31]3[CH:36]=[CH:35][CH:34]=[CH:33][CH:32]=3)[CH2:16][CH2:15]2)[CH2:13][CH2:12]1. (3) Given the reactants [CH3:1][O:2][C:3]1[CH:4]=[C:5]2[CH2:11][CH2:10][N:9]([C:12]([C:14]3[CH:15]=[C:16]4[C:21](=[CH:22][C:23]=3[CH2:24][O:25][CH3:26])[N:20]3[C:27]([CH:30]5[CH2:34][CH2:33][O:32][CH2:31]5)=[N:28][CH:29]=[C:19]3[C:18](=[O:35])[NH:17]4)=[O:13])[C:6]2=[CH:7][N:8]=1.CO.C(OCC)(=O)C.[ClH:44], predict the reaction product. The product is: [ClH:44].[ClH:44].[CH3:1][O:2][C:3]1[CH:4]=[C:5]2[CH2:11][CH2:10][N:9]([C:12]([C:14]3[CH:15]=[C:16]4[C:21](=[CH:22][C:23]=3[CH2:24][O:25][CH3:26])[N:20]3[C:27]([CH:30]5[CH2:34][CH2:33][O:32][CH2:31]5)=[N:28][CH:29]=[C:19]3[C:18](=[O:35])[NH:17]4)=[O:13])[C:6]2=[CH:7][N:8]=1. (4) Given the reactants [S:1]1[C:6]2[CH:7]=[CH:8][CH:9]=[CH:10][C:5]=2[N:4]([CH2:11][CH2:12][O:13][C:14]2[CH:19]=[CH:18][C:17]([CH2:20][CH:21]([O:25][CH2:26][CH3:27])[C:22]([OH:24])=[O:23])=[CH:16][CH:15]=2)[CH2:3][CH2:2]1.[N+:28]([C:31]1[CH:36]=[CH:35][C:34](O)=[CH:33][CH:32]=1)([O-:30])=[O:29], predict the reaction product. The product is: [S:1]1[C:6]2[CH:7]=[CH:8][CH:9]=[CH:10][C:5]=2[N:4]([CH2:11][CH2:12][O:13][C:14]2[CH:15]=[CH:16][C:17]([CH2:20][CH:21]([O:25][CH2:26][CH3:27])[C:22]([O:24][C:34]3[CH:35]=[CH:36][C:31]([N+:28]([O-:30])=[O:29])=[CH:32][CH:33]=3)=[O:23])=[CH:18][CH:19]=2)[CH2:3][CH2:2]1. (5) Given the reactants [N+:1]([C:4]1[CH:9]=[CH:8][C:7]([C:10]2[CH:15]=[CH:14][N:13]=[C:12]([NH2:16])[N:11]=2)=[CH:6][CH:5]=1)([O-:3])=[O:2].[C:17](O[C:17]([O:19][C:20]([CH3:23])([CH3:22])[CH3:21])=[O:18])([O:19][C:20]([CH3:23])([CH3:22])[CH3:21])=[O:18].[OH2:32], predict the reaction product. The product is: [N+:1]([C:4]1[CH:5]=[CH:6][C:7]([C:10]2[CH:15]=[CH:14][N:13]=[C:12]([N:16]([C:17]([O:19][C:20]([CH3:23])([CH3:22])[CH3:21])=[O:18])[C:17]([O:19][C:20]([CH3:23])([CH3:22])[CH3:21])=[O:32])[N:11]=2)=[CH:8][CH:9]=1)([O-:3])=[O:2]. (6) Given the reactants [OH:1][C:2]1[C:11]([CH3:12])=[C:10]2[C:5]([C:6](=[O:20])[C:7]([C:13]3[CH:18]=[CH:17][CH:16]=[CH:15][C:14]=3O)=[CH:8][O:9]2)=[CH:4][CH:3]=1.[BH4-].[Na+].O.Cl, predict the reaction product. The product is: [CH3:12][C:11]1[C:2]([OH:1])=[CH:3][CH:4]=[C:5]2[C:10]=1[O:9][CH2:8][CH:7]1[C:13]3[CH:18]=[CH:17][CH:16]=[CH:15][C:14]=3[O:20][CH:6]21. (7) Given the reactants [NH2:1][CH:2]1[CH2:7][CH2:6][N:5]([CH2:8][CH2:9][N:10]2[C:19]3[C:14](=[CH:15][CH:16]=[C:17]([F:20])[CH:18]=3)[N:13]=[CH:12][C:11]2=[O:21])[CH2:4][CH2:3]1.[O:22]=[C:23]1[CH2:28][S:27][C:26]2[CH:29]=[CH:30][C:31]([CH:33]=O)=[N:32][C:25]=2[NH:24]1.C(O[BH-](OC(=O)C)OC(=O)C)(=O)C.[Na+].C(=O)([O-])O.[Na+], predict the reaction product. The product is: [F:20][C:17]1[CH:18]=[C:19]2[C:14]([N:13]=[CH:12][C:11](=[O:21])[N:10]2[CH2:9][CH2:8][N:5]2[CH2:4][CH2:3][CH:2]([NH:1][CH2:33][C:31]3[CH:30]=[CH:29][C:26]4[S:27][CH2:28][C:23](=[O:22])[NH:24][C:25]=4[N:32]=3)[CH2:7][CH2:6]2)=[CH:15][CH:16]=1. (8) Given the reactants C(O)(C(F)(F)F)=O.[CH2:8]([O:10][C:11]([C:13]1[C:18]([CH3:19])=[C:17]([N:20]2[CH2:25][CH2:24][N:23](C(OC(C)(C)C)=O)[CH2:22][CH2:21]2)[N:16]=[C:15]([C:33]2[CH:38]=[CH:37][N:36]=[C:35]([NH:39][CH:40]3[CH2:45][CH2:44][CH2:43][CH2:42][CH2:41]3)[CH:34]=2)[CH:14]=1)=[O:12])[CH3:9], predict the reaction product. The product is: [CH2:8]([O:10][C:11]([C:13]1[C:18]([CH3:19])=[C:17]([N:20]2[CH2:21][CH2:22][NH:23][CH2:24][CH2:25]2)[N:16]=[C:15]([C:33]2[CH:38]=[CH:37][N:36]=[C:35]([NH:39][CH:40]3[CH2:45][CH2:44][CH2:43][CH2:42][CH2:41]3)[CH:34]=2)[CH:14]=1)=[O:12])[CH3:9]. (9) Given the reactants [CH3:1][C:2]1[CH:7]=[CH:6][C:5]([C:8]2[CH:13]=[CH:12][CH:11]=[CH:10][C:9]=2[C:14]2[NH:18][N:17]=[N:16][N:15]=2)=[CH:4][CH:3]=1.[C:19](Cl)([C:32]1[CH:37]=[CH:36][CH:35]=[CH:34][CH:33]=1)([C:26]1[CH:31]=[CH:30][CH:29]=[CH:28][CH:27]=1)[C:20]1[CH:25]=[CH:24][CH:23]=[CH:22][CH:21]=1.C(N(CC)CC)C, predict the reaction product. The product is: [CH3:1][C:2]1[CH:7]=[CH:6][C:5]([C:8]2[CH:13]=[CH:12][CH:11]=[CH:10][C:9]=2[C:14]2[N:15]([C:19]([C:20]3[CH:25]=[CH:24][CH:23]=[CH:22][CH:21]=3)([C:32]3[CH:33]=[CH:34][CH:35]=[CH:36][CH:37]=3)[C:26]3[CH:27]=[CH:28][CH:29]=[CH:30][CH:31]=3)[N:16]=[N:17][N:18]=2)=[CH:4][CH:3]=1.